This data is from Reaction yield outcomes from USPTO patents with 853,638 reactions. The task is: Predict the reaction yield, written as a fraction of the theoretical maximum amount of product (1.0 means a 100% yield; for example, 0.34 means a 34% yield). (1) The reactants are [CH3:1][N:2]([CH3:27])[C:3]([C:5]1[N:10]=[C:9]2[C:11](Br)=[C:12]([CH3:14])[NH:13][C:8]2=[C:7]([NH:16][CH2:17][C:18]2[C:23]([CH3:24])=[CH:22][CH:21]=[CH:20][C:19]=2[CH2:25][CH3:26])[CH:6]=1)=[O:4].[CH3:28]B1OB(C)OB(C)O1.C(=O)([O-])[O-].[Cs+].[Cs+].Cl. The catalyst is O1CCOCC1.[Cl-].[NH4+].ClCCl.[Pd].ClP(C1C=CC=CC=1C1C=CC=CC=1N(C)C)(C12CC(CC1)CC2)C12CC(CC1)CC2. The product is [CH3:1][N:2]([CH3:27])[C:3]([C:5]1[N:10]=[C:9]2[C:11]([CH3:28])=[C:12]([CH3:14])[NH:13][C:8]2=[C:7]([NH:16][CH2:17][C:18]2[C:23]([CH3:24])=[CH:22][CH:21]=[CH:20][C:19]=2[CH2:25][CH3:26])[CH:6]=1)=[O:4].[CH3:27][N:2]([CH3:1])[C:3]([C:5]1[N:10]=[C:9]2[CH:11]=[C:12]([CH3:14])[NH:13][C:8]2=[C:7]([NH:16][CH2:17][C:18]2[C:23]([CH3:24])=[CH:22][CH:21]=[CH:20][C:19]=2[CH2:25][CH3:26])[CH:6]=1)=[O:4]. The yield is 0.570. (2) The reactants are [NH:1]1[CH2:6][CH2:5][CH:4]([NH:7][C:8]2[S:9][C:10]([C:13]([F:16])([F:15])[F:14])=[N:11][N:12]=2)[CH2:3][CH2:2]1.[F:17][C:18]1[CH:25]=[CH:24][C:21]([CH2:22]Cl)=[CH:20][CH:19]=1.C(N(C(C)C)CC)(C)C. The catalyst is C(#N)C.ClCCl. The product is [F:17][C:18]1[CH:25]=[CH:24][C:21]([CH2:22][N:1]2[CH2:6][CH2:5][CH:4]([NH:7][C:8]3[S:9][C:10]([C:13]([F:16])([F:14])[F:15])=[N:11][N:12]=3)[CH2:3][CH2:2]2)=[CH:20][CH:19]=1. The yield is 0.730.